From a dataset of Forward reaction prediction with 1.9M reactions from USPTO patents (1976-2016). Predict the product of the given reaction. (1) Given the reactants [F:1][C:2]([F:13])([F:12])[C:3]1[CH:4]=[C:5](B(O)O)[CH:6]=[CH:7][CH:8]=1.C(=O)([O-])[O-].[Na+].[Na+].C(O)C.FC1C=C([C:31]2[C:36](=[O:37])[N:35]3[CH:38]=[CH:39][S:40][C:34]3=[N:33][C:32]=2[CH3:41])C=C(F)C=1, predict the reaction product. The product is: [CH3:41][C:32]1[N:33]=[C:34]2[S:40][CH:39]=[CH:38][N:35]2[C:36](=[O:37])[C:31]=1[C:5]1[CH:6]=[CH:7][CH:8]=[C:3]([C:2]([F:13])([F:12])[F:1])[CH:4]=1. (2) Given the reactants CC(C)C[CH:4]([C:8]1[CH:13]=[C:12]([C:14]2[CH:19]=[CH:18][C:17]([C:20]([F:23])([F:22])[F:21])=[CH:16][CH:15]=2)[N:11]=[C:10]([N:24]([CH2:35][CH2:36][CH:37]([CH3:39])[CH3:38])[C:25]2[CH:30]=[CH:29][C:28]([C:31]([F:34])([F:33])[F:32])=[CH:27][CH:26]=2)[CH:9]=1)[C:5]([OH:7])=[O:6].C1COCC1.C(O)(=O)CC(CC(O)=O)(C(O)=O)O, predict the reaction product. The product is: [CH3:38][CH:37]([CH3:39])[CH2:36][CH2:35][N:24]([C:25]1[CH:26]=[CH:27][C:28]([C:31]([F:34])([F:32])[F:33])=[CH:29][CH:30]=1)[C:10]1[CH:9]=[C:8]([CH2:4][C:5]([OH:7])=[O:6])[CH:13]=[C:12]([C:14]2[CH:15]=[CH:16][C:17]([C:20]([F:22])([F:23])[F:21])=[CH:18][CH:19]=2)[N:11]=1. (3) Given the reactants [CH3:1][N:2]1[C:6]([C:7]2[S:11][C:10]([NH2:12])=[N:9][CH:8]=2)=[CH:5][C:4]([C:13]([F:16])([F:15])[F:14])=[N:3]1.[F:17][C:18]1[CH:26]=[CH:25][CH:24]=[C:23]([F:27])[C:19]=1[C:20](Cl)=[O:21].CCN(C(C)C)C(C)C, predict the reaction product. The product is: [F:17][C:18]1[CH:26]=[CH:25][CH:24]=[C:23]([F:27])[C:19]=1[C:20]([NH:12][C:10]1[S:11][C:7]([C:6]2[N:2]([CH3:1])[N:3]=[C:4]([C:13]([F:16])([F:14])[F:15])[CH:5]=2)=[CH:8][N:9]=1)=[O:21]. (4) The product is: [F:44][C:45]([F:50])([F:49])[C:46]([OH:48])=[O:47].[CH3:1][C@H:2]1[CH2:6][CH2:5][CH2:4][N:3]1[C:7]1[CH:8]=[C:9]([NH:13][C:14]2[C:15]3[N:43]=[CH:42][S:41][C:16]=3[N:17]=[C:18]([C:20]3[CH:40]=[CH:39][CH:38]=[C:22]([CH2:23][NH:24][CH:25]4[CH2:30][CH2:29][NH:28][CH2:27][CH2:26]4)[CH:21]=3)[N:19]=2)[CH:10]=[CH:11][CH:12]=1. Given the reactants [CH3:1][C@H:2]1[CH2:6][CH2:5][CH2:4][N:3]1[C:7]1[CH:8]=[C:9]([NH:13][C:14]2[C:15]3[N:43]=[CH:42][S:41][C:16]=3[N:17]=[C:18]([C:20]3[CH:21]=[C:22]([CH:38]=[CH:39][CH:40]=3)[CH2:23][NH:24][CH:25]3[CH2:30][CH2:29][N:28](C(OC(C)(C)C)=O)[CH2:27][CH2:26]3)[N:19]=2)[CH:10]=[CH:11][CH:12]=1.[F:44][C:45]([F:50])([F:49])[C:46]([OH:48])=[O:47], predict the reaction product. (5) Given the reactants [I:1][C:2]1[CH:3]=[C:4]([C:12]2[N:16]=[C:15]([C:17]3[CH:22]=[CH:21][C:20]([O:23][CH2:24][CH2:25][CH3:26])=[C:19]([N+:27]([O-:29])=[O:28])[CH:18]=3)[O:14][N:13]=2)[CH:5]=[CH:6][C:7]=1[O:8]C(C)C.ClC1C=C(C2ON=C(C3C=CC(OC(C)C)=C(I)C=3)N=2)C=CC=1OCCC, predict the reaction product. The product is: [I:1][C:2]1[CH:3]=[C:4]([C:12]2[N:16]=[C:15]([C:17]3[CH:22]=[CH:21][C:20]([O:23][CH2:24][CH2:25][CH3:26])=[C:19]([N+:27]([O-:29])=[O:28])[CH:18]=3)[O:14][N:13]=2)[CH:5]=[CH:6][C:7]=1[OH:8]. (6) The product is: [CH2:1]([CH:4]1[N:8]([C:18](=[O:21])[CH:19]=[CH2:20])[C:7]([CH3:10])([CH3:9])[CH2:6][CH2:5]1)[CH:2]=[CH2:3]. Given the reactants [CH2:1]([CH:4]1[NH:8][C:7]([CH3:10])([CH3:9])[CH2:6][CH2:5]1)[CH:2]=[CH2:3].C(N(CC)CC)C.[C:18](Cl)(=[O:21])[CH:19]=[CH2:20].C([O-])(O)=O.[Na+], predict the reaction product. (7) Given the reactants [CH3:1][O:2][C:3]1[CH:12]=[CH:11][C:10]2[NH:9][C:8](=[O:13])[C:7]3[S:14][CH:15]=[CH:16][C:6]=3[C:5]=2[C:4]=1[C:17]1[CH:22]=[CH:21][C:20]([C@H:23]([NH:25][C:26](=[O:32])[O:27][C:28]([CH3:31])([CH3:30])[CH3:29])[CH3:24])=[CH:19][CH:18]=1.C1C(=O)N([Cl:40])C(=O)C1, predict the reaction product. The product is: [Cl:40][C:11]1[C:10]2[NH:9][C:8](=[O:13])[C:7]3[S:14][CH:15]=[CH:16][C:6]=3[C:5]=2[C:4]([C:17]2[CH:22]=[CH:21][C:20]([C@H:23]([NH:25][C:26](=[O:32])[O:27][C:28]([CH3:31])([CH3:30])[CH3:29])[CH3:24])=[CH:19][CH:18]=2)=[C:3]([O:2][CH3:1])[CH:12]=1. (8) Given the reactants [CH2:1]([O:3][CH2:4][C:5](Cl)=O)[CH3:2].[NH2:8][C:9]1[CH:10]=[N:11][C:12]2[C:17]([C:18]=1[NH:19][CH2:20][C:21]([CH3:24])([OH:23])[CH3:22])=[N:16][CH:15]=[CH:14][CH:13]=2, predict the reaction product. The product is: [CH2:1]([O:3][CH2:4][C:5]1[N:19]([CH2:20][C:21]([CH3:24])([OH:23])[CH3:22])[C:18]2[C:17]3[N:16]=[CH:15][CH:14]=[CH:13][C:12]=3[N:11]=[CH:10][C:9]=2[N:8]=1)[CH3:2]. (9) Given the reactants O[CH2:2][C:3]1[N:7]([C:8]2[C:15]([CH3:16])=[CH:14][C:11]([C:12]#[N:13])=[C:10]([C:17]([F:20])([F:19])[F:18])[CH:9]=2)[N:6]=[N:5][N:4]=1.S(Cl)([Cl:23])=O.O, predict the reaction product. The product is: [Cl:23][CH2:2][C:3]1[N:7]([C:8]2[C:15]([CH3:16])=[CH:14][C:11]([C:12]#[N:13])=[C:10]([C:17]([F:20])([F:19])[F:18])[CH:9]=2)[N:6]=[N:5][N:4]=1.